This data is from Catalyst prediction with 721,799 reactions and 888 catalyst types from USPTO. The task is: Predict which catalyst facilitates the given reaction. (1) Reactant: [Cl:1][C:2]1[CH:3]=[C:4]([CH:42]=[CH:43][CH:44]=1)[CH2:5][N:6]1[C:14]2[C:9](=[CH:10][C:11]([O:15][CH2:16][CH2:17]OS(C3C=CC(C)=CC=3)(=O)=O)=[CH:12][CH:13]=2)[C:8]([S:29]([C:32]2[C:41]3[C:36](=[CH:37][CH:38]=[CH:39][CH:40]=3)[CH:35]=[CH:34][CH:33]=2)(=[O:31])=[O:30])=[N:7]1.C1COCC1.Cl.[CH2:51]([NH2:53])[CH3:52]. Product: [Cl:1][C:2]1[CH:3]=[C:4]([CH:42]=[CH:43][CH:44]=1)[CH2:5][N:6]1[C:14]2[C:9](=[CH:10][C:11]([O:15][CH2:16][CH2:17][NH:53][CH2:51][CH3:52])=[CH:12][CH:13]=2)[C:8]([S:29]([C:32]2[C:41]3[C:36](=[CH:37][CH:38]=[CH:39][CH:40]=3)[CH:35]=[CH:34][CH:33]=2)(=[O:31])=[O:30])=[N:7]1. The catalyst class is: 22. (2) Reactant: C(N(CC)CC)C.[NH2:8][C:9]1[CH:14]=[CH:13][CH:12]=[CH:11][N:10]=1.[CH2:15]([O:22][C:23]([C:25]1([C:56](Cl)=[O:57])[CH2:30][CH2:29][N:28]([CH2:31][C:32]2[CH:37]=[CH:36][C:35]([C:38]3[N:42]=[C:41]([C:43]4[CH:48]=[CH:47][C:46]([C:49]5[CH:54]=[CH:53][CH:52]=[CH:51][CH:50]=5)=[C:45]([F:55])[CH:44]=4)[O:40][N:39]=3)=[CH:34][CH:33]=2)[CH2:27][CH2:26]1)=[O:24])[C:16]1[CH:21]=[CH:20][CH:19]=[CH:18][CH:17]=1.O. Product: [CH2:15]([O:22][C:23]([C:25]1([C:56](=[O:57])[NH:8][C:9]2[CH:14]=[CH:13][CH:12]=[CH:11][N:10]=2)[CH2:26][CH2:27][N:28]([CH2:31][C:32]2[CH:37]=[CH:36][C:35]([C:38]3[N:42]=[C:41]([C:43]4[CH:48]=[CH:47][C:46]([C:49]5[CH:50]=[CH:51][CH:52]=[CH:53][CH:54]=5)=[C:45]([F:55])[CH:44]=4)[O:40][N:39]=3)=[CH:34][CH:33]=2)[CH2:29][CH2:30]1)=[O:24])[C:16]1[CH:17]=[CH:18][CH:19]=[CH:20][CH:21]=1. The catalyst class is: 4. (3) Reactant: [Br:1][C:2]1[CH:3]=[CH:4][C:5]([O:9][C:10]([F:13])([F:12])[F:11])=[C:6]([CH:8]=1)[NH2:7].[CH2:14]([O:16][C:17]([C:19]1[CH:23]=[C:22]([C:24]2[CH:29]=[CH:28][N:27]=[C:26](I)[N:25]=2)[N:21]([CH3:31])[CH:20]=1)=[O:18])[CH3:15].C(=O)([O-])[O-].[K+].[K+]. Product: [CH2:14]([O:16][C:17]([C:19]1[CH:23]=[C:22]([C:24]2[CH:29]=[CH:28][N:27]=[C:26]([NH:7][C:6]3[CH:8]=[C:2]([Br:1])[CH:3]=[CH:4][C:5]=3[O:9][C:10]([F:11])([F:12])[F:13])[N:25]=2)[N:21]([CH3:31])[CH:20]=1)=[O:18])[CH3:15]. The catalyst class is: 613.